Task: Binary Classification. Given a drug SMILES string, predict its activity (active/inactive) in a high-throughput screening assay against a specified biological target.. Dataset: Tyrosyl-DNA phosphodiesterase HTS with 341,365 compounds (1) The compound is Clc1c(cccc1Cl)/C=N\NC(=O)c1ccc(C(C)C)cc1. The result is 0 (inactive). (2) The drug is Clc1c(NC(=O)COC(=O)C(N2C(=O)C3C(CCCC3)C2=O)C)cc(S(=O)(=O)N2CCOCC2)cc1. The result is 0 (inactive). (3) The compound is O(C(=O)C=1C(NC(=O)N(C1C)Cc1ccc(cc1)C(O)=O)c1ccc([N+]([O-])=O)cc1)CC. The result is 0 (inactive).